From a dataset of Reaction yield outcomes from USPTO patents with 853,638 reactions. Predict the reaction yield, written as a fraction of the theoretical maximum amount of product (1.0 means a 100% yield; for example, 0.34 means a 34% yield). (1) The reactants are [Cl:1][C:2]1[CH:3]=[C:4]([CH:8]=[C:9]([O:12][CH:13]([CH3:15])[CH3:14])[C:10]=1[Cl:11])[C:5]([OH:7])=O.CCN(C(C)C)C(C)C.[NH2:25][C:26]1[CH:35]=[CH:34][C:29]([C:30]([O:32][CH3:33])=[O:31])=[C:28]([CH3:36])[CH:27]=1. No catalyst specified. The product is [Cl:1][C:2]1[CH:3]=[C:4]([CH:8]=[C:9]([O:12][CH:13]([CH3:15])[CH3:14])[C:10]=1[Cl:11])[C:5]([NH:25][C:26]1[CH:35]=[CH:34][C:29]([C:30]([O:32][CH3:33])=[O:31])=[C:28]([CH3:36])[CH:27]=1)=[O:7]. The yield is 0.680. (2) The reactants are [Cl:1][C:2]1[C:3]([O:37][CH3:38])=[CH:4][CH:5]=[C:6]2[C:11]=1[N:10]=[C:9]([C:12]1[S:13][CH:14]=[C:15]([CH:17]([CH3:19])[CH3:18])[N:16]=1)[CH:8]=[C:7]2[O:20][C@@H:21]1[CH2:25][N:24]([C:26]([O:28][C:29]([CH3:32])([CH3:31])[CH3:30])=[O:27])[C@H:23]([C:33]([O:35]C)=[O:34])[CH2:22]1.O.[OH-].[Li+].Cl. The catalyst is C1COCC1. The product is [C:29]([O:28][C:26]([N:24]1[CH2:25][C@@H:21]([O:20][C:7]2[C:6]3[C:11](=[C:2]([Cl:1])[C:3]([O:37][CH3:38])=[CH:4][CH:5]=3)[N:10]=[C:9]([C:12]3[S:13][CH:14]=[C:15]([CH:17]([CH3:18])[CH3:19])[N:16]=3)[CH:8]=2)[CH2:22][C@H:23]1[C:33]([OH:35])=[O:34])=[O:27])([CH3:30])([CH3:32])[CH3:31]. The yield is 0.990.